From a dataset of Full USPTO retrosynthesis dataset with 1.9M reactions from patents (1976-2016). Predict the reactants needed to synthesize the given product. (1) Given the product [CH3:9][O:8][C:6]1[CH:7]=[C:2]([OH:13])[CH:3]=[CH:4][C:5]=1[N+:10]([O-:12])=[O:11], predict the reactants needed to synthesize it. The reactants are: F[C:2]1[CH:3]=[CH:4][C:5]([N+:10]([O-:12])=[O:11])=[C:6]([O:8][CH3:9])[CH:7]=1.[OH2:13].[OH-].[Na+].Cl. (2) Given the product [Cl:1][C:2]1[N:7]=[CH:6][C:5]([CH2:8][N:9]2[C:13]([CH3:14])=[CH:12][C:11]([C:15]([NH2:24])=[O:17])=[N:10]2)=[CH:4][CH:3]=1, predict the reactants needed to synthesize it. The reactants are: [Cl:1][C:2]1[N:7]=[CH:6][C:5]([CH2:8][N:9]2[C:13]([CH3:14])=[CH:12][C:11]([C:15]([OH:17])=O)=[N:10]2)=[CH:4][CH:3]=1.C(Cl)(=O)C(Cl)=O.[NH3:24]. (3) Given the product [F:35][C:36]([F:41])([F:40])[C:37]([OH:39])=[O:38].[Br:29][C:26]1[CH:27]=[CH:28][C:23]([C:11]2([C:21]#[N:22])[CH:10]([CH2:30][C:31]([CH3:32])([CH3:33])[CH3:34])[NH:9][CH:8]([C:6]([OH:7])=[O:5])[CH:12]2[C:13]2[CH:18]=[CH:17][CH:16]=[C:15]([Cl:19])[C:14]=2[F:20])=[N:24][CH:25]=1, predict the reactants needed to synthesize it. The reactants are: C([O:5][C:6]([CH:8]1[CH:12]([C:13]2[CH:18]=[CH:17][CH:16]=[C:15]([Cl:19])[C:14]=2[F:20])[C:11]([C:23]2[CH:28]=[CH:27][C:26]([Br:29])=[CH:25][N:24]=2)([C:21]#[N:22])[CH:10]([CH2:30][C:31]([CH3:34])([CH3:33])[CH3:32])[NH:9]1)=[O:7])(C)(C)C.[F:35][C:36]([F:41])([F:40])[C:37]([OH:39])=[O:38]. (4) Given the product [OH:1][C:2]1[CH:7]=[C:6]([CH3:8])[O:5][C:4](=[O:9])[C:3]=1[C:14](=[O:15])[CH2:13][CH2:12][C:11]([F:18])([F:17])[F:10], predict the reactants needed to synthesize it. The reactants are: [OH:1][C:2]1[CH:7]=[C:6]([CH3:8])[O:5][C:4](=[O:9])[CH:3]=1.[F:10][C:11]([F:18])([F:17])[CH2:12][CH2:13][C:14](O)=[O:15].C1(N=C=NC2CCCCC2)CCCCC1. (5) The reactants are: [F:1][C:2]([F:35])([CH2:27][O:28][C:29]1[CH:34]=[CH:33][CH:32]=[CH:31][CH:30]=1)[CH2:3][CH2:4][C@H:5]1[C@H:9]([O:10][CH:11]2[CH2:16][CH2:15][CH2:14][CH2:13][O:12]2)[CH2:8][C@H:7]([OH:17])[C@@H:6]1[CH2:18]/[CH:19]=[CH:20]\[CH2:21][CH2:22][CH2:23][C:24]([OH:26])=[O:25].C1C=C[NH+]=CC=1.[O-][Cr](Cl)(=O)=O. Given the product [F:35][C:2]([F:1])([CH2:27][O:28][C:29]1[CH:30]=[CH:31][CH:32]=[CH:33][CH:34]=1)[CH2:3][CH2:4][C@H:5]1[C@H:9]([O:10][CH:11]2[CH2:16][CH2:15][CH2:14][CH2:13][O:12]2)[CH2:8][C:7](=[O:17])[C@@H:6]1[CH2:18]/[CH:19]=[CH:20]\[CH2:21][CH2:22][CH2:23][C:24]([OH:26])=[O:25], predict the reactants needed to synthesize it. (6) Given the product [C:1]([C:5]1[CH:6]=[C:7]([CH:10]=[CH:11][CH:12]=1)[CH2:8][NH2:9])([CH3:4])([CH3:2])[CH3:3], predict the reactants needed to synthesize it. The reactants are: [C:1]([C:5]1[CH:6]=[C:7]([CH:10]=[CH:11][CH:12]=1)[C:8]#[N:9])([CH3:4])([CH3:3])[CH3:2].N. (7) Given the product [Cl:3][C:4]1[CH:9]=[C:8]([C:10]([F:12])([F:13])[F:11])[CH:7]=[C:6]([Cl:14])[C:5]=1[N:15]1[C:19]([CH3:20])=[C:18]([S:21]([CH3:22])=[O:1])[C:17]([CH:23]=[N:24][OH:25])=[N:16]1, predict the reactants needed to synthesize it. The reactants are: [OH:1]O.[Cl:3][C:4]1[CH:9]=[C:8]([C:10]([F:13])([F:12])[F:11])[CH:7]=[C:6]([Cl:14])[C:5]=1[N:15]1[C:19]([CH3:20])=[C:18]([S:21][CH3:22])[C:17]([CH:23]=[N:24][OH:25])=[N:16]1. (8) Given the product [CH3:23][C:24]1[CH:25]=[C:26]([N:31]2[C:35](=[O:36])[C:34](=[N:19][NH:1][C:2]3[C:3]([OH:17])=[C:4]([C:8]4[CH:13]=[CH:12][CH:11]=[C:10]([C:14]([OH:16])=[O:15])[CH:9]=4)[CH:5]=[CH:6][CH:7]=3)[C:33](=[O:37])[NH:32]2)[CH:27]=[CH:28][C:29]=1[CH3:30], predict the reactants needed to synthesize it. The reactants are: [NH2:1][C:2]1[C:3]([OH:17])=[C:4]([C:8]2[CH:13]=[CH:12][CH:11]=[C:10]([C:14]([OH:16])=[O:15])[CH:9]=2)[CH:5]=[CH:6][CH:7]=1.Cl.[N:19]([O-])=O.[Na+].[CH3:23][C:24]1[CH:25]=[C:26]([N:31]2[C:35](=[O:36])[CH2:34][C:33](=[O:37])[NH:32]2)[CH:27]=[CH:28][C:29]=1[CH3:30].C(=O)([O-])O.[Na+]. (9) Given the product [CH:11]([C:2]1[CH:3]=[N:4][CH:5]=[CH:6][C:7]=1[N:8]([CH3:10])[CH3:9])=[CH2:12], predict the reactants needed to synthesize it. The reactants are: Br[C:2]1[CH:3]=[N:4][CH:5]=[CH:6][C:7]=1[N:8]([CH3:10])[CH3:9].[CH:11]([Sn](CCCC)(CCCC)CCCC)=[CH2:12].CCOCC.N12CCCN=C1CCCCC2. (10) Given the product [Br:18][C:19]1[CH:23]=[C:22]([C:24]([O:26][CH2:27][CH2:28][CH2:29][CH2:30][CH3:31])=[O:25])[N:21]([C:32]2[C:37]([Cl:38])=[CH:36][CH:35]=[CH:34][N:33]=2)[N:20]=1, predict the reactants needed to synthesize it. The reactants are: S(=O)(=O)(O)O.[O-]S(OOS([O-])(=O)=O)(=O)=O.[K+].[K+].[Br:18][C:19]1[CH2:23][CH:22]([C:24]([O:26][CH2:27][CH2:28][CH2:29][CH2:30][CH3:31])=[O:25])[N:21]([C:32]2[C:37]([Cl:38])=[CH:36][CH:35]=[CH:34][N:33]=2)[N:20]=1.C(#N)C.